Task: Predict the reaction yield, written as a fraction of the theoretical maximum amount of product (1.0 means a 100% yield; for example, 0.34 means a 34% yield).. Dataset: Reaction yield outcomes from USPTO patents with 853,638 reactions The reactants are [Br:1][C:2]1[CH:8]=[C:7]([F:9])[CH:6]=[CH:5][C:3]=1[NH2:4].N1C=CC=CC=1.[CH3:16][S:17](Cl)(=[O:19])=[O:18].O. The catalyst is C(Cl)Cl. The product is [Br:1][C:2]1[CH:8]=[C:7]([F:9])[CH:6]=[CH:5][C:3]=1[NH:4][S:17]([CH3:16])(=[O:19])=[O:18]. The yield is 0.840.